From a dataset of Catalyst prediction with 721,799 reactions and 888 catalyst types from USPTO. Predict which catalyst facilitates the given reaction. (1) Reactant: [N:1]([CH2:4][C:5]1[CH:10]=[CH:9][C:8]([CH:11]([F:13])[F:12])=[C:7]([Br:14])[CH:6]=1)=[N+]=[N-].C1(P(C2C=CC=CC=2)C2C=CC=CC=2)C=CC=CC=1. Product: [Br:14][C:7]1[CH:6]=[C:5]([CH:10]=[CH:9][C:8]=1[CH:11]([F:12])[F:13])[CH2:4][NH2:1]. The catalyst class is: 90. (2) Reactant: [CH3:1][N:2]1[C@@H:18]2[CH2:19][C:7]3[CH:8]=[CH:9][C:10]([O:21][CH3:22])=[C:11]4[O:12][C@H:13]5[C@@H:14]([OH:20])[CH:15]=[CH:16][C@@H:17]2[C@:5]5([C:6]=34)[CH2:4][CH2:3]1. Product: [CH3:1][N:2]1[C@@H:18]2[CH2:19][C:7]3[CH:8]=[CH:9][C:10]([O:21][CH3:22])=[C:11]4[O:12][C@H:13]5[C:14]([CH2:15][CH2:16][C@@H:17]2[C@:5]5([C:6]=34)[CH2:4][CH2:3]1)=[O:20]. The catalyst class is: 14.